This data is from Peptide-MHC class I binding affinity with 185,985 pairs from IEDB/IMGT. The task is: Regression. Given a peptide amino acid sequence and an MHC pseudo amino acid sequence, predict their binding affinity value. This is MHC class I binding data. The peptide sequence is RENLLLGVGL. The MHC is HLA-B40:01 with pseudo-sequence HLA-B40:01. The binding affinity (normalized) is 0.916.